Dataset: Reaction yield outcomes from USPTO patents with 853,638 reactions. Task: Predict the reaction yield, written as a fraction of the theoretical maximum amount of product (1.0 means a 100% yield; for example, 0.34 means a 34% yield). (1) The yield is 0.428. The reactants are [NH:1]1[C:9]2[C:4](=[CH:5][CH:6]=[C:7]3[O:12][CH2:11][CH2:10][C:8]3=2)[C:3](=O)[C:2]1=O.[BH4-].[Na+].B(F)(F)F.CCOCC. The catalyst is O1CCCC1. The product is [NH:1]1[C:9]2[C:4](=[CH:5][CH:6]=[C:7]3[O:12][CH2:11][CH2:10][C:8]3=2)[CH:3]=[CH:2]1. (2) The reactants are [N:1]12[CH2:8][CH2:7][C:4]([C:9]([C:17]3[CH:22]=[CH:21][CH:20]=[CH:19][CH:18]=3)([C:11]3[CH:16]=[CH:15][CH:14]=[CH:13][CH:12]=3)[OH:10])([CH2:5][CH2:6]1)[CH2:3][CH2:2]2.[Br:23][CH2:24][CH2:25][N:26]1[C:34](=[O:35])[C:33]2[C:28](=[CH:29][CH:30]=[CH:31][CH:32]=2)[C:27]1=[O:36]. The catalyst is CC#N. The product is [Br-:23].[O:36]=[C:27]1[C:28]2[C:33](=[CH:32][CH:31]=[CH:30][CH:29]=2)[C:34](=[O:35])[N:26]1[CH2:25][CH2:24][N+:1]12[CH2:6][CH2:5][C:4]([C:9]([OH:10])([C:17]3[CH:22]=[CH:21][CH:20]=[CH:19][CH:18]=3)[C:11]3[CH:12]=[CH:13][CH:14]=[CH:15][CH:16]=3)([CH2:3][CH2:2]1)[CH2:7][CH2:8]2. The yield is 0.518. (3) The reactants are [Cl:1][C:2]1[CH:7]=[CH:6][C:5]([C:8]2[C:12]([CH2:13][O:14][C:15]3[CH:23]=[CH:22][C:18]([C:19]([OH:21])=O)=[CH:17][N:16]=3)=[CH:11][O:10][N:9]=2)=[CH:4][CH:3]=1.[C:24]([NH:27][CH2:28][CH2:29][NH2:30])(=[O:26])[CH3:25]. No catalyst specified. The product is [C:24]([NH:27][CH2:28][CH2:29][NH:30][C:19](=[O:21])[C:18]1[CH:22]=[CH:23][C:15]([O:14][CH2:13][C:12]2[C:8]([C:5]3[CH:4]=[CH:3][C:2]([Cl:1])=[CH:7][CH:6]=3)=[N:9][O:10][CH:11]=2)=[N:16][CH:17]=1)(=[O:26])[CH3:25]. The yield is 0.480. (4) The reactants are [OH-].[Li+].[CH3:3][C:4]([O:7][C@H:8]([CH3:46])[C@@H:9]([C:42]([O:44]C)=[O:43])[NH:10][C:11]([C:13]1[CH:18]=[CH:17][C:16]([C:19]2[CH:24]=[CH:23][C:22]([O:25][CH3:26])=[CH:21][CH:20]=2)=[CH:15][C:14]=1[NH:27][C:28]([NH:30][C:31]1[C:36]([CH3:37])=[CH:35][C:34]([CH2:38][CH2:39][CH3:40])=[CH:33][C:32]=1[CH3:41])=[O:29])=[O:12])([CH3:6])[CH3:5].CO.O. The catalyst is C1COCC1.CCCCCC.C(OCC)(=O)C. The product is [CH3:3][C:4]([O:7][C@H:8]([CH3:46])[C@@H:9]([C:42]([OH:44])=[O:43])[NH:10][C:11]([C:13]1[CH:18]=[CH:17][C:16]([C:19]2[CH:20]=[CH:21][C:22]([O:25][CH3:26])=[CH:23][CH:24]=2)=[CH:15][C:14]=1[NH:27][C:28]([NH:30][C:31]1[C:32]([CH3:41])=[CH:33][C:34]([CH2:38][CH2:39][CH3:40])=[CH:35][C:36]=1[CH3:37])=[O:29])=[O:12])([CH3:5])[CH3:6]. The yield is 0.590. (5) The reactants are [CH3:1][C:2]1([CH3:12])[O:6][C:5](=[CH:7][C:8](Cl)=[O:9])[C:4](=[O:11])[O:3]1.[F:13][C:14]1[CH:23]=[CH:22][CH:21]=[CH:20][C:15]=1[CH2:16][NH:17][O:18][CH3:19]. No catalyst specified. The product is [CH3:1][C:2]1([CH3:12])[O:6][C:5](=[CH:7][C:8]([N:17]([CH2:16][C:15]2[CH:20]=[CH:21][CH:22]=[CH:23][C:14]=2[F:13])[O:18][CH3:19])=[O:9])[C:4](=[O:11])[O:3]1. The yield is 0.840. (6) The reactants are Cl[Si](C)(C)C.[I-].[Na+].C[O:9][C:10]1[C:15]([C:16]2[N:20]([C:21]3[CH:26]=[CH:25][CH:24]=[CH:23][CH:22]=3)[N:19]=[CH:18][CH:17]=2)=[N:14][N:13]([C:27]2[CH:32]=[CH:31][CH:30]=[C:29]([C:33]([F:36])([F:35])[F:34])[CH:28]=2)[C:12](=[O:37])[CH:11]=1.O. The catalyst is CC#N. The product is [OH:37][C:12]1[N:13]([C:27]2[CH:32]=[CH:31][CH:30]=[C:29]([C:33]([F:35])([F:34])[F:36])[CH:28]=2)[N:14]=[C:15]([C:16]2[N:20]([C:21]3[CH:22]=[CH:23][CH:24]=[CH:25][CH:26]=3)[N:19]=[CH:18][CH:17]=2)[C:10](=[O:9])[CH:11]=1. The yield is 0.730.